Dataset: Catalyst prediction with 721,799 reactions and 888 catalyst types from USPTO. Task: Predict which catalyst facilitates the given reaction. (1) Reactant: [C:1]([O:4][C@H:5]1[C@@H:11]([O:12][C:13](=[O:15])[CH3:14])[C@@H:10]([CH2:16][O:17][C:18](=[O:20])[CH3:19])[O:9][CH:7]([OH:8])[C@@H:6]1[F:21])(=[O:3])[CH3:2].[C:22](OC(=O)C)(=[O:24])[CH3:23]. Product: [C:22]([O:8][C@@H:7]1[O:9][C@H:10]([CH2:16][O:17][C:18](=[O:20])[CH3:19])[C@H:11]([O:12][C:13](=[O:15])[CH3:14])[C@H:5]([O:4][C:1](=[O:3])[CH3:2])[C@H:6]1[F:21])(=[O:24])[CH3:23]. The catalyst class is: 17. (2) Reactant: [Br:1][C:2]1[CH:15]=[CH:14][C:5]([C:6]([NH:8][CH2:9][Si:10]([CH3:13])([CH3:12])[CH3:11])=O)=[CH:4][C:3]=1[CH3:16].COC1C=CC(P2(SP(C3C=CC(OC)=CC=3)(=S)S2)=[S:26])=CC=1. Product: [Br:1][C:2]1[CH:15]=[CH:14][C:5]([C:6]([NH:8][CH2:9][Si:10]([CH3:13])([CH3:12])[CH3:11])=[S:26])=[CH:4][C:3]=1[CH3:16]. The catalyst class is: 11.